Task: Predict the reactants needed to synthesize the given product.. Dataset: Full USPTO retrosynthesis dataset with 1.9M reactions from patents (1976-2016) (1) Given the product [F:6][C:7]1[CH:8]=[C:9]2[C:13](=[CH:14][CH:15]=1)[N:12]([CH2:16][C:17]([OH:19])=[O:18])[C:11]([CH3:20])=[C:10]2[CH2:21][C:22]1[CH:27]=[CH:26][CH:25]=[C:24]([S:28]([N:31]2[CH2:32][CH2:34][CH2:35][CH2:36]2)(=[O:30])=[O:29])[CH:23]=1, predict the reactants needed to synthesize it. The reactants are: N1CCCC1.[F:6][C:7]1[CH:8]=[C:9]2[C:13](=[CH:14][CH:15]=1)[N:12]([CH2:16][C:17]([OH:19])=[O:18])[C:11]([CH3:20])=[C:10]2[CH2:21][C:22]1[CH:27]=[CH:26][CH:25]=[C:24]([S:28]([N:31]2[CH2:36][CH2:35][CH2:34]C[CH2:32]2)(=[O:30])=[O:29])[CH:23]=1. (2) Given the product [CH2:1]([C:3]1[CH:8]=[CH:7][C:6]([NH2:9])=[CH:5][C:4]=1[N+:13]([O-:15])=[O:14])[CH3:2], predict the reactants needed to synthesize it. The reactants are: [CH2:1]([C:3]1[CH:8]=[CH:7][C:6]([NH:9]C(=O)C)=[CH:5][C:4]=1[N+:13]([O-:15])=[O:14])[CH3:2].Cl.[OH-].[Na+]. (3) Given the product [P:1]([CH2:14][CH2:15][CH2:16][P:17]([CH2:24][CH2:25][CH2:26][P:34]([CH:35]1[CH2:40][CH2:39][CH2:38][CH2:37][CH2:36]1)[C:28]1[CH:33]=[CH:32][CH:31]=[CH:30][CH:29]=1)[C:18]1[CH:23]=[CH:22][CH:21]=[CH:20][CH:19]=1)([C:8]1[CH:13]=[CH:12][CH:11]=[CH:10][CH:9]=1)[C:2]1[CH:7]=[CH:6][CH:5]=[CH:4][CH:3]=1, predict the reactants needed to synthesize it. The reactants are: [P:1]([CH2:14][CH2:15][CH2:16][P:17]([CH2:24][CH2:25][CH2:26]Cl)[C:18]1[CH:23]=[CH:22][CH:21]=[CH:20][CH:19]=1)([C:8]1[CH:13]=[CH:12][CH:11]=[CH:10][CH:9]=1)[C:2]1[CH:7]=[CH:6][CH:5]=[CH:4][CH:3]=1.[C:28]1([PH:34][CH:35]2[CH2:40][CH2:39][CH2:38][CH2:37][CH2:36]2)[CH:33]=[CH:32][CH:31]=[CH:30][CH:29]=1.C([N-]C(C)C)(C)C.[Li+]. (4) The reactants are: [CH3:1][CH:2]([CH2:4][C@H:5]([NH:31][C:32]([C@H:34]([NH:41][C:42]([C@@H:44]([NH:53][C:54]([C@@H:56]([NH:59][C:60]([C@@H:62]([NH:73][C:74]([C@@H:76]([NH:83][C:84]([C@H:86]1[NH:91][C:89](=[O:90])[CH2:88][CH2:87]1)=[O:85])[CH2:77][C:78]1[NH:82][CH:81]=[N:80][CH:79]=1)=[O:75])[CH2:63][C:64]1[C:68]2[CH:69]=[CH:70][CH:71]=[CH:72][C:67]=2[NH:66][CH:65]=1)=[O:61])[CH2:57][OH:58])=[O:55])[CH2:45][C:46]1[CH:47]=[CH:48][C:49]([OH:52])=[CH:50][CH:51]=1)=[O:43])[CH2:35][O:36][C:37]([CH3:40])([CH3:39])[CH3:38])=[O:33])[C:6]([NH:8][C@H:9]([C:17]([N:19]1[C@H:23]([C:24]([NH:26][NH:27][C:28]([NH2:30])=[O:29])=[O:25])[CH2:22][CH2:21][CH2:20]1)=[O:18])[CH2:10][CH2:11][CH2:12][NH:13][C:14]([NH2:16])=[NH:15])=[O:7])[CH3:3].CC(O)=O.[ClH:96]. Given the product [CH3:3][CH:2]([CH2:4][C@H:5]([NH:31][C:32]([C@H:34]([NH:41][C:42]([C@@H:44]([NH:53][C:54]([C@@H:56]([NH:59][C:60]([C@@H:62]([NH:73][C:74]([C@@H:76]([NH:83][C:84]([C@H:86]1[NH:91][C:89](=[O:90])[CH2:88][CH2:87]1)=[O:85])[CH2:77][C:78]1[NH:82][CH:81]=[N:80][CH:79]=1)=[O:75])[CH2:63][C:64]1[C:68]2[CH:69]=[CH:70][CH:71]=[CH:72][C:67]=2[NH:66][CH:65]=1)=[O:61])[CH2:57][OH:58])=[O:55])[CH2:45][C:46]1[CH:51]=[CH:50][C:49]([OH:52])=[CH:48][CH:47]=1)=[O:43])[CH2:35][O:36][C:37]([CH3:38])([CH3:40])[CH3:39])=[O:33])[C:6]([NH:8][C@H:9]([C:17]([N:19]1[C@H:23]([C:24]([NH:26][NH:27][C:28]([NH2:30])=[O:29])=[O:25])[CH2:22][CH2:21][CH2:20]1)=[O:18])[CH2:10][CH2:11][CH2:12][NH:13][C:14]([NH2:16])=[NH:15])=[O:7])[CH3:1].[ClH:96], predict the reactants needed to synthesize it. (5) Given the product [F:65][C:63]1[CH:62]=[N:61][C:60]2[N:55]([C:51]3[CH:50]=[C:49]([CH:54]=[CH:53][CH:52]=3)[C:48]([O:47][CH3:46])=[O:75])[C:56](=[O:74])[N:57]([C@H:67]3[CH2:68][CH2:69][C@@H:70]([NH:73][C:10]([C:2]4[N:1]=[C:5]5[CH:6]=[CH:7][CH:8]=[CH:9][N:4]5[CH:3]=4)=[O:12])[CH2:71][CH2:72]3)[C:58](=[O:66])[C:59]=2[CH:64]=1, predict the reactants needed to synthesize it. The reactants are: [N:1]1[C:2]([C:10]([OH:12])=O)=[CH:3][N:4]2[CH:9]=[CH:8][CH:7]=[CH:6][C:5]=12.CCN(C(C)C)C(C)C.CN(C(ON1N=NC2C=CC=NC1=2)=[N+](C)C)C.F[P-](F)(F)(F)(F)F.[CH3:46][O:47][C:48](=[O:75])[C:49]1[CH:54]=[CH:53][CH:52]=[C:51]([N:55]2[C:60]3[N:61]=[CH:62][C:63]([F:65])=[CH:64][C:59]=3[C:58](=[O:66])[N:57]([CH:67]3[CH2:72][CH2:71][CH:70]([NH2:73])[CH2:69][CH2:68]3)[C:56]2=[O:74])[CH:50]=1. (6) Given the product [NH2:21][C:10]1[S:11][CH2:12][C@@H:13]2[C@@H:14]([C:17]([F:20])([F:19])[F:18])[O:15][CH2:16][C@:8]2([C:6]2[CH:7]=[C:2]([NH:1][C:38](=[O:39])[C:35]3[CH:34]=[CH:33][C:32]([O:31][CH3:30])=[CH:37][N:36]=3)[CH:3]=[CH:4][C:5]=2[F:29])[N:9]=1, predict the reactants needed to synthesize it. The reactants are: [NH2:1][C:2]1[CH:3]=[CH:4][C:5]([F:29])=[C:6]([C@:8]23[CH2:16][O:15][C@H:14]([C:17]([F:20])([F:19])[F:18])[C@H:13]2[CH2:12][S:11][C:10]([NH:21]C(=O)OC(C)(C)C)=[N:9]3)[CH:7]=1.[CH3:30][O:31][C:32]1[CH:33]=[CH:34][C:35]([C:38](O)=[O:39])=[N:36][CH:37]=1.